Predict the reaction yield, written as a fraction of the theoretical maximum amount of product (1.0 means a 100% yield; for example, 0.34 means a 34% yield). From a dataset of Reaction yield outcomes from USPTO patents with 853,638 reactions. (1) The reactants are [F:1][C:2]1[CH:7]=[CH:6][C:5]([S:8]([N:11]([CH2:15][C:16]([OH:18])=O)[CH2:12][CH2:13][OH:14])(=[O:10])=[O:9])=[CH:4][CH:3]=1.[F:19][C:20]([F:36])([F:35])[C:21]1[CH:26]=[CH:25][C:24]([C:27]2[N:32]=[CH:31][N:30]=[C:29](NC)[CH:28]=2)=[CH:23][CH:22]=1.O.O[N:39]1[C:43]2C=CC=CC=2N=N1.C(N(CC)C(C)C)(C)C.CN(C(ON1N=NC2C=CC=CC1=2)=[N+](C)C)C.F[P-](F)(F)(F)(F)F. The catalyst is CN(C=O)C.C(OCC)(=O)C. The product is [F:1][C:2]1[CH:3]=[CH:4][C:5]([S:8]([N:11]([CH2:12][CH2:13][OH:14])[CH2:15][C:16]([NH:39][CH2:43][C:29]2[CH:28]=[C:27]([C:24]3[CH:23]=[CH:22][C:21]([C:20]([F:19])([F:35])[F:36])=[CH:26][CH:25]=3)[N:32]=[CH:31][N:30]=2)=[O:18])(=[O:9])=[O:10])=[CH:6][CH:7]=1. The yield is 0.410. (2) The reactants are C1C2C(C[O:15][C:16]([N:18]([CH2:34][C:35]3[N:39](C)[C:38]4[CH:41]=[CH:42][CH:43]=[CH:44][C:37]=4[N:36]=3)[CH2:19][CH2:20][NH:21][C@@H:22]([C@@H:30]([CH3:33])[CH2:31][CH3:32])[C:23]([O:25][C:26]([CH3:29])([CH3:28])[CH3:27])=[O:24])=O)C3C(=CC=CC=3)C=2C=CC=1.[CH2:45](NCC)C.C(=O)(OC1C=CC([N+]([O-])=O)=CC=1)OC1C=CC([N+]([O-])=O)=CC=1. The catalyst is CN(C)C=O.ClCCCl. The product is [CH3:33][C@@H:30]([CH2:31][CH3:32])[C@H:22]([N:21]1[CH2:20][CH2:19][N:18]([CH2:34][C:35]2[N:39]([CH3:45])[C:38]3[CH:41]=[CH:42][CH:43]=[CH:44][C:37]=3[N:36]=2)[C:16]1=[O:15])[C:23]([O:25][C:26]([CH3:27])([CH3:29])[CH3:28])=[O:24]. The yield is 0.590. (3) The reactants are I[C:2]1[C:10]2[C:5](=[CH:6][C:7]([C@H:11]3[C@@:13]4([C:21]5[C:16](=[CH:17][CH:18]=[C:19]([O:22][CH3:23])[CH:20]=5)[N:15]([CH3:24])[C:14]4=[O:25])[CH2:12]3)=[CH:8][CH:9]=2)[NH:4][N:3]=1.CC1(C)C(C)(C)OB([C:34]2[CH:39]=[CH:38][C:37]([N:40]3[CH2:45][CH2:44][N:43](C(OC(C)(C)C)=O)[CH2:42][CH2:41]3)=[CH:36][CH:35]=2)O1.[C:54]([OH:60])([C:56]([F:59])([F:58])[F:57])=[O:55]. The catalyst is C(Cl)Cl. The product is [F:57][C:56]([F:59])([F:58])[C:54]([OH:60])=[O:55].[CH3:23][O:22][C:19]1[CH:20]=[C:21]2[C:16](=[CH:17][CH:18]=1)[N:15]([CH3:24])[C:14](=[O:25])[C@:13]12[CH2:12][C@H:11]1[C:7]1[CH:6]=[C:5]2[C:10]([C:2]([C:34]3[CH:35]=[CH:36][C:37]([N:40]4[CH2:41][CH2:42][NH:43][CH2:44][CH2:45]4)=[CH:38][CH:39]=3)=[N:3][NH:4]2)=[CH:9][CH:8]=1. The yield is 0.420. (4) The reactants are [CH2:1]([C:3]1[S:7][C:6]([C:8]([OH:10])=O)=[CH:5][C:4]=1[C:11]1[N:15]([CH3:16])[N:14]=[CH:13][CH:12]=1)[CH3:2].[NH2:17][C@@H:18]([CH2:31][C:32]1[CH:37]=[CH:36][CH:35]=[CH:34][C:33]=1[C:38]([F:41])([F:40])[F:39])[CH2:19][N:20]1[C:28](=[O:29])[C:27]2[C:22](=[CH:23][CH:24]=[CH:25][CH:26]=2)[C:21]1=[O:30].C(N(C(C)C)CC)(C)C.F[P-](F)(F)(F)(F)F.Br[P+](N1CCCC1)(N1CCCC1)N1CCCC1. The catalyst is C(Cl)Cl. The product is [O:29]=[C:28]1[C:27]2[C:22](=[CH:23][CH:24]=[CH:25][CH:26]=2)[C:21](=[O:30])[N:20]1[CH2:19][C@@H:18]([NH:17][C:8]([C:6]1[S:7][C:3]([CH2:1][CH3:2])=[C:4]([C:11]2[N:15]([CH3:16])[N:14]=[CH:13][CH:12]=2)[CH:5]=1)=[O:10])[CH2:31][C:32]1[CH:37]=[CH:36][CH:35]=[CH:34][C:33]=1[C:38]([F:40])([F:39])[F:41]. The yield is 0.716. (5) The reactants are Br[C:2]1[C:3]([F:17])=[C:4]2[O:8][C:7]([CH:9]3[CH2:11][CH2:10]3)=[N:6][C:5]2=[C:12]([C:15]#[N:16])[C:13]=1[CH3:14].C([Sn](CCCC)(CCCC)[C:23]1[CH:28]=[N:27][CH:26]=[CH:25][N:24]=1)CCC. The catalyst is C1(C)C=CC=CC=1.Cl[Pd](Cl)([P](C1C=CC=CC=1)(C1C=CC=CC=1)C1C=CC=CC=1)[P](C1C=CC=CC=1)(C1C=CC=CC=1)C1C=CC=CC=1.C(C1(C)C(O)=C(C(C)(C)C)C=CC1)(C)(C)C. The product is [CH:9]1([C:7]2[O:8][C:4]3[C:5](=[C:12]([C:15]#[N:16])[C:13]([CH3:14])=[C:2]([C:23]4[CH:28]=[N:27][CH:26]=[CH:25][N:24]=4)[C:3]=3[F:17])[N:6]=2)[CH2:11][CH2:10]1. The yield is 0.790. (6) The catalyst is C(#N)C. The yield is 0.300. The product is [O:32]=[C:26]1[CH:25]([N:18]2[C:17](=[O:33])[C:16]3[C:20](=[CH:21][CH:22]=[CH:23][C:15]=3[CH2:14][NH:13][C:42]([NH:44][C:45]3[CH:46]=[N:47][CH:48]=[CH:49][CH:50]=3)=[O:41])[C:19]2=[O:24])[CH2:30][CH2:29][C:28](=[O:31])[NH:27]1. The reactants are N12CCCN=C1CCCCC2.Cl.[NH2:13][CH2:14][C:15]1[CH:23]=[CH:22][CH:21]=[C:20]2[C:16]=1[C:17](=[O:33])[N:18]([CH:25]1[CH2:30][CH2:29][C:28](=[O:31])[NH:27][C:26]1=[O:32])[C:19]2=[O:24].O=C1CCC(=O)N1[O:41][C:42]([NH:44][C:45]1[CH:46]=[N:47][CH:48]=[CH:49][CH:50]=1)=O. (7) The reactants are C([Si](C)(C)[O:6][C:7]1[C:12]([CH3:13])=[CH:11][C:10]([C:14]2([C:24]3[CH:29]=[C:28]([CH3:30])[C:27]([O:31][Si](C(C)(C)C)(C)C)=[C:26]([CH3:39])[CH:25]=3)[C:22]3[C:17](=[CH:18][CH:19]=[CH:20][CH:21]=3)[NH:16][C:15]2=[O:23])=[CH:9][C:8]=1[CH3:40])(C)(C)C.[C:43]1([CH3:52])[CH:48]=[CH:47][CH:46]=[C:45](B(O)O)[CH:44]=1.C(N(CC)CC)C.[F-].C([N+](CCCC)(CCCC)CCCC)CCC.Cl. The catalyst is C1COCC1.C([O-])(=O)C.[Cu+2].C([O-])(=O)C.C(OCC)(=O)C.O.ClCCl. The product is [OH:6][C:7]1[C:12]([CH3:13])=[CH:11][C:10]([C:14]2([C:24]3[CH:29]=[C:28]([CH3:30])[C:27]([OH:31])=[C:26]([CH3:39])[CH:25]=3)[C:22]3[C:17](=[CH:18][CH:19]=[CH:20][CH:21]=3)[N:16]([C:45]3[CH:44]=[C:43]([CH3:52])[CH:48]=[CH:47][CH:46]=3)[C:15]2=[O:23])=[CH:9][C:8]=1[CH3:40]. The yield is 0.340. (8) The reactants are [Cl:1][C:2]1[CH:3]=[C:4]([CH:8]([NH:10][C:11]2[CH:12]=[C:13]([N:20]3[CH2:25][CH2:24][N:23](C(OC(C)(C)C)=O)[CH2:22][CH2:21]3)[CH:14]=[CH:15][C:16]=2[N+:17]([O-:19])=[O:18])[CH3:9])[CH:5]=[CH:6][CH:7]=1.Cl. The catalyst is ClCCl.C(OCC)C. The product is [ClH:1].[Cl:1][C:2]1[CH:3]=[C:4]([CH:8]([NH:10][C:11]2[CH:12]=[C:13]([N:20]3[CH2:21][CH2:22][NH:23][CH2:24][CH2:25]3)[CH:14]=[CH:15][C:16]=2[N+:17]([O-:19])=[O:18])[CH3:9])[CH:5]=[CH:6][CH:7]=1. The yield is 0.700. (9) The reactants are [CH3:1][CH2:2][O:3][C:4]([C:6]1[S:10][C:9]([NH2:11])=[N:8][CH:7]=1)=[O:5].N1C=CC=CC=1.[C:18](OC(=O)C)(=[O:20])[CH3:19]. The catalyst is CN(C1C=CN=CC=1)C.C(Cl)Cl. The product is [C:18]([NH:11][C:9]1[S:10][C:6]([C:4]([O:3][CH2:2][CH3:1])=[O:5])=[CH:7][N:8]=1)(=[O:20])[CH3:19]. The yield is 0.980.